This data is from Catalyst prediction with 721,799 reactions and 888 catalyst types from USPTO. The task is: Predict which catalyst facilitates the given reaction. (1) Reactant: [C:1]1([CH3:10])[CH:6]=[CH:5][CH:4]=[C:3]([C:7](=[O:9])[CH3:8])[CH:2]=1.[Br:11]Br.CCOCC. Product: [Br:11][CH2:8][C:7]([C:3]1[CH:2]=[C:1]([CH3:10])[CH:6]=[CH:5][CH:4]=1)=[O:9]. The catalyst class is: 12. (2) Reactant: [C:1]([O:5][C:6]([NH:8][CH:9]([CH:13]([OH:15])[CH3:14])[C:10]([OH:12])=[O:11])=[O:7])([CH3:4])([CH3:3])[CH3:2].C([O-])([O-])=O.[K+].[K+].[CH2:22](Br)[C:23]1[CH:28]=[CH:27][CH:26]=[CH:25][CH:24]=1. Product: [C:1]([O:5][C:6]([NH:8][CH:9]([CH:13]([OH:15])[CH3:14])[C:10]([O:12][CH2:22][C:23]1[CH:28]=[CH:27][CH:26]=[CH:25][CH:24]=1)=[O:11])=[O:7])([CH3:4])([CH3:3])[CH3:2]. The catalyst class is: 18. (3) Reactant: Br[C:2]1[CH:3]=[C:4]2[C:8](=[C:9]([C:11]([NH2:13])=[O:12])[CH:10]=1)[NH:7][CH:6]=[C:5]2[CH:14]1[CH2:19][CH2:18][N:17]([S:20]([CH2:23][CH3:24])(=[O:22])=[O:21])[CH2:16][CH2:15]1.CO[C:27]1[CH:32]=[CH:31][N:30]=[CH:29][C:28]=1B(O)O.[C:36](=O)([O-])[O-:37].[K+].[K+]. Product: [CH2:23]([S:20]([N:17]1[CH2:18][CH2:19][CH:14]([C:5]2[C:4]3[C:8](=[C:9]([C:11]([NH2:13])=[O:12])[CH:10]=[C:2]([C:32]4[CH:31]=[N:30][C:29]([O:37][CH3:36])=[CH:28][CH:27]=4)[CH:3]=3)[NH:7][CH:6]=2)[CH2:15][CH2:16]1)(=[O:22])=[O:21])[CH3:24]. The catalyst class is: 70.